This data is from Full USPTO retrosynthesis dataset with 1.9M reactions from patents (1976-2016). The task is: Predict the reactants needed to synthesize the given product. Given the product [CH2:1]([O:8][C:9]1[CH:18]=[C:17]2[C:12]([CH:13]=[N:14][C:15]([Cl:29])=[N:16]2)=[CH:11][C:10]=1[O:20][CH3:21])[C:2]1[CH:7]=[CH:6][CH:5]=[CH:4][CH:3]=1, predict the reactants needed to synthesize it. The reactants are: [CH2:1]([O:8][C:9]1[CH:18]=[C:17]2[C:12]([CH2:13][NH:14][C:15](=O)[NH:16]2)=[CH:11][C:10]=1[O:20][CH3:21])[C:2]1[CH:7]=[CH:6][CH:5]=[CH:4][CH:3]=1.CN(C=O)C.S(Cl)([Cl:29])=O.